Dataset: Full USPTO retrosynthesis dataset with 1.9M reactions from patents (1976-2016). Task: Predict the reactants needed to synthesize the given product. (1) Given the product [Cl:1][C:2]1[CH:3]=[CH:4][C:5]([N:34]2[CH:38]=[N:37][CH:36]=[N:35]2)=[C:6]([CH:33]=1)[CH2:7][C:8]1[O:9][C:10]2[CH:15]=[CH:14][N:13]=[C:12]([NH:16][CH2:17][CH2:18][CH:19]3[CH2:24][CH2:23][CH2:22][CH2:21][NH:20]3)[C:11]=2[N:32]=1, predict the reactants needed to synthesize it. The reactants are: [Cl:1][C:2]1[CH:3]=[CH:4][C:5]([N:34]2[CH:38]=[N:37][CH:36]=[N:35]2)=[C:6]([CH:33]=1)[CH2:7][C:8]1[O:9][C:10]2[CH:15]=[CH:14][N:13]=[C:12]([NH:16][CH2:17][CH2:18][CH:19]3[CH2:24][CH2:23][CH2:22][CH2:21][N:20]3C(OC(C)(C)C)=O)[C:11]=2[N:32]=1.C(O)(C(F)(F)F)=O. (2) Given the product [ClH:49].[F:42][C:32]([F:31])([F:43])[C:33]1[CH:34]=[C:35]([CH:38]=[CH:39][C:40]=1[F:41])[CH2:36][N:9]([CH2:8][CH:7]([C:1]1[CH:2]=[CH:3][CH:4]=[CH:5][CH:6]=1)[C:25]1[CH:26]=[CH:27][CH:28]=[CH:29][CH:30]=1)[CH2:10][CH2:11][C@@H:12]([CH3:24])[O:13][C:14]1[CH:15]=[C:16]([CH2:20][C:21]([OH:23])=[O:22])[CH:17]=[CH:18][CH:19]=1, predict the reactants needed to synthesize it. The reactants are: [C:1]1([CH:7]([C:25]2[CH:30]=[CH:29][CH:28]=[CH:27][CH:26]=2)[CH2:8][NH:9][CH2:10][CH2:11][C@@H:12]([CH3:24])[O:13][C:14]2[CH:15]=[C:16]([CH2:20][C:21]([OH:23])=[O:22])[CH:17]=[CH:18][CH:19]=2)[CH:6]=[CH:5][CH:4]=[CH:3][CH:2]=1.[F:31][C:32]([F:43])([F:42])[C:33]1[CH:34]=[C:35]([CH:38]=[CH:39][C:40]=1[F:41])[CH:36]=O.COC(=O)C.[Cl:49]C1C(C(F)(F)F)=CC=CC=1C=O.Cl.CCOCC. (3) Given the product [NH2:26][CH2:25][C@H:15]1[CH2:14][C@@H:13]([NH:12][S:9]([C:3]2[CH:4]=[C:5]([Cl:8])[CH:6]=[CH:7][C:2]=2[Cl:1])(=[O:10])=[O:11])[CH2:17][N:16]1[C:18]([O:20][C:21]([CH3:24])([CH3:23])[CH3:22])=[O:19], predict the reactants needed to synthesize it. The reactants are: [Cl:1][C:2]1[CH:7]=[CH:6][C:5]([Cl:8])=[CH:4][C:3]=1[S:9]([NH:12][C@H:13]1[CH2:17][N:16]([C:18]([O:20][C:21]([CH3:24])([CH3:23])[CH3:22])=[O:19])[C@@H:15]([CH2:25][N:26]2C(=O)C3C(=CC=CC=3)C2=O)[CH2:14]1)(=[O:11])=[O:10].O.NN. (4) Given the product [Cl:23][C:24]1[CH:25]=[CH:26][C:27]([O:28][CH2:29][CH2:30][C:31]2[CH:43]=[CH:42][C:34]([CH2:35][N:36]3[CH2:37][CH2:38][N:39]([C:18](=[O:20])/[CH:17]=[CH:16]/[C:12]4[CH:11]=[C:10]([CH3:21])[C:9]([O:8][C:5]5[CH:4]=[CH:3][C:2]([OH:1])=[CH:7][N:6]=5)=[C:14]([CH3:15])[CH:13]=4)[CH2:40][CH2:41]3)=[CH:33][CH:32]=2)=[CH:44][CH:45]=1, predict the reactants needed to synthesize it. The reactants are: [OH:1][C:2]1[CH:3]=[CH:4][C:5]([O:8][C:9]2[C:14]([CH3:15])=[CH:13][C:12](/[CH:16]=[CH:17]/[C:18]([OH:20])=O)=[CH:11][C:10]=2[CH3:21])=[N:6][CH:7]=1.Cl.[Cl:23][C:24]1[CH:45]=[CH:44][C:27]([O:28][CH2:29][CH2:30][C:31]2[CH:43]=[CH:42][C:34]([CH2:35][N:36]3[CH2:41][CH2:40][NH:39][CH2:38][CH2:37]3)=[CH:33][CH:32]=2)=[CH:26][CH:25]=1.C1C=CC2N(O)N=NC=2C=1.CCN=C=NCCCN(C)C. (5) Given the product [F:15][C:16]1[CH:24]=[C:23]([F:25])[CH:22]=[CH:21][C:17]=1[C:18]([N:6]1[CH:7]([C:28]2[C:29]3[C:34](=[CH:33][CH:32]=[CH:31][CH:30]=3)[NH:26][CH:27]=2)[C:8]2[C:13](=[CH:12][CH:11]=[CH:10][CH:9]=2)[C:14]2[CH:1]=[CH:2][CH:3]=[CH:4][C:5]1=2)=[O:19], predict the reactants needed to synthesize it. The reactants are: [CH:1]1[C:14]2[C:5](=[N:6][CH:7]=[C:8]3[C:13]=2[CH:12]=[CH:11][CH:10]=[CH:9]3)[CH:4]=[CH:3][CH:2]=1.[F:15][C:16]1[CH:24]=[C:23]([F:25])[CH:22]=[CH:21][C:17]=1[C:18](Cl)=[O:19].[NH:26]1[C:34]2[C:29](=[CH:30][CH:31]=[CH:32][CH:33]=2)[CH:28]=[CH:27]1.